Dataset: TCR-epitope binding with 47,182 pairs between 192 epitopes and 23,139 TCRs. Task: Binary Classification. Given a T-cell receptor sequence (or CDR3 region) and an epitope sequence, predict whether binding occurs between them. Result: 0 (the TCR does not bind to the epitope). The epitope is AYAQKIFKI. The TCR CDR3 sequence is CASRRQRTDTEAFF.